Predict the reaction yield, written as a fraction of the theoretical maximum amount of product (1.0 means a 100% yield; for example, 0.34 means a 34% yield). From a dataset of Reaction yield outcomes from USPTO patents with 853,638 reactions. (1) The reactants are [CH3:1][C:2]1[O:6][N:5]=[C:4]([C:7]2[CH:12]=[CH:11][CH:10]=[CH:9][CH:8]=2)[C:3]=1[CH2:13][O:14][C:15]1[CH:23]=[CH:22][C:18]([C:19]([OH:21])=O)=[CH:17][N:16]=1.Cl.[NH2:25][C@@H:26]1[CH2:31][CH2:30][CH2:29][CH2:28][C@H:27]1[OH:32]. No catalyst specified. The product is [OH:32][C@@H:27]1[CH2:28][CH2:29][CH2:30][CH2:31][C@H:26]1[NH:25][C:19](=[O:21])[C:18]1[CH:22]=[CH:23][C:15]([O:14][CH2:13][C:3]2[C:4]([C:7]3[CH:8]=[CH:9][CH:10]=[CH:11][CH:12]=3)=[N:5][O:6][C:2]=2[CH3:1])=[N:16][CH:17]=1. The yield is 0.910. (2) The reactants are [CH:1]([N:4]1[CH2:9][CH2:8][N:7]([C:10]([C@H:12]2[CH2:17][CH2:16][C@H:15]([O:18][C:19]3[CH:28]=[CH:27][C:22]([C:23]([NH:25][NH2:26])=[O:24])=[CH:21][CH:20]=3)[CH2:14][CH2:13]2)=[O:11])[CH2:6][CH2:5]1)([CH3:3])[CH3:2].[F:29][C:30]([F:41])([F:40])[C:31](O[C:31](=O)[C:30]([F:41])([F:40])[F:29])=O.C(N(CC)CC)C.S(Cl)(Cl)=O. The catalyst is ClCCl.CCOC(C)=O. The product is [CH:1]([N:4]1[CH2:9][CH2:8][N:7]([C:10]([C@H:12]2[CH2:17][CH2:16][C@H:15]([O:18][C:19]3[CH:20]=[CH:21][C:22]([C:23]4[O:24][C:31]([C:30]([F:41])([F:40])[F:29])=[N:26][N:25]=4)=[CH:27][CH:28]=3)[CH2:14][CH2:13]2)=[O:11])[CH2:6][CH2:5]1)([CH3:3])[CH3:2]. The yield is 0.310.